This data is from NCI-60 drug combinations with 297,098 pairs across 59 cell lines. The task is: Regression. Given two drug SMILES strings and cell line genomic features, predict the synergy score measuring deviation from expected non-interaction effect. (1) Synergy scores: CSS=23.2, Synergy_ZIP=-2.49, Synergy_Bliss=-0.626, Synergy_Loewe=-26.2, Synergy_HSA=-2.37. Drug 2: CN1C(=O)N2C=NC(=C2N=N1)C(=O)N. Cell line: SNB-75. Drug 1: CCC1=CC2CC(C3=C(CN(C2)C1)C4=CC=CC=C4N3)(C5=C(C=C6C(=C5)C78CCN9C7C(C=CC9)(C(C(C8N6C)(C(=O)OC)O)OC(=O)C)CC)OC)C(=O)OC.C(C(C(=O)O)O)(C(=O)O)O. (2) Drug 1: C1CCC(C1)C(CC#N)N2C=C(C=N2)C3=C4C=CNC4=NC=N3. Drug 2: CN1C2=C(C=C(C=C2)N(CCCl)CCCl)N=C1CCCC(=O)O.Cl. Cell line: MCF7. Synergy scores: CSS=19.4, Synergy_ZIP=0.636, Synergy_Bliss=7.36, Synergy_Loewe=5.65, Synergy_HSA=6.51. (3) Drug 1: C1CC(C1)(C(=O)O)C(=O)O.[NH2-].[NH2-].[Pt+2]. Drug 2: C1CNP(=O)(OC1)N(CCCl)CCCl. Cell line: DU-145. Synergy scores: CSS=21.4, Synergy_ZIP=-6.73, Synergy_Bliss=-6.33, Synergy_Loewe=-40.2, Synergy_HSA=-5.85. (4) Drug 1: CC1=CC2C(CCC3(C2CCC3(C(=O)C)OC(=O)C)C)C4(C1=CC(=O)CC4)C. Drug 2: C1=CN(C(=O)N=C1N)C2C(C(C(O2)CO)O)O.Cl. Cell line: NCI/ADR-RES. Synergy scores: CSS=25.3, Synergy_ZIP=-5.18, Synergy_Bliss=0.528, Synergy_Loewe=-60.0, Synergy_HSA=0.915. (5) Drug 1: CC1=CC2C(CCC3(C2CCC3(C(=O)C)OC(=O)C)C)C4(C1=CC(=O)CC4)C. Drug 2: C1=CC(=CC=C1C#N)C(C2=CC=C(C=C2)C#N)N3C=NC=N3. Cell line: M14. Synergy scores: CSS=-2.43, Synergy_ZIP=2.07, Synergy_Bliss=-0.0271, Synergy_Loewe=-2.33, Synergy_HSA=-3.02. (6) Drug 1: C1=CC=C(C(=C1)C(C2=CC=C(C=C2)Cl)C(Cl)Cl)Cl. Drug 2: C1CC(=O)NC(=O)C1N2C(=O)C3=CC=CC=C3C2=O. Cell line: SK-MEL-28. Synergy scores: CSS=0.524, Synergy_ZIP=-0.820, Synergy_Bliss=0.811, Synergy_Loewe=0.683, Synergy_HSA=0.683. (7) Drug 1: CN(CC1=CN=C2C(=N1)C(=NC(=N2)N)N)C3=CC=C(C=C3)C(=O)NC(CCC(=O)O)C(=O)O. Drug 2: COC1=C2C(=CC3=C1OC=C3)C=CC(=O)O2. Cell line: ACHN. Synergy scores: CSS=35.4, Synergy_ZIP=1.52, Synergy_Bliss=0.722, Synergy_Loewe=-49.6, Synergy_HSA=-5.36.